Dataset: Experimentally validated miRNA-target interactions with 360,000+ pairs, plus equal number of negative samples. Task: Binary Classification. Given a miRNA mature sequence and a target amino acid sequence, predict their likelihood of interaction. (1) The miRNA is hsa-miR-625-5p with sequence AGGGGGAAAGUUCUAUAGUCC. The protein sequence of the target gene is MIDLSFLTEEEQEAIMKVLQRDAALKRAEEERVRHLPEKIKDDQQLKNMSGQWFYEAKAKRHRDKIHGADIIRASMRKKRPQIAAEQSKDRENGAKESWVNNVNKDAFLPPELAGVVEEPEEDAAPASPSSSVVNPASSVIDMSQENTRKPNVSPEKRKNPFNSSKLPEGHSSQQTKNEQSKNGRTGLFQTSKEDELSESKEKSTVADTSIQKLEKSKQTLPGLSNGSQIKAPIPKARKMIYKSTDLNKDDNQSFPRQRTDSLKARGAPRGILKRNSSSSSTDSETLRYNHNFEPKSKIV.... Result: 0 (no interaction). (2) The miRNA is mmu-miR-105 with sequence CCAAGUGCUCAGAUGCUUGUGGU. The protein sequence of the target gene is MLGLTQHAQKVWRMKPFSPEVSPGSSPATAGHLLRISTLFLTLLELAQVCRGSVVSNRPFITVWNGDTHWCLTEYGVDVDVSVFDVVANKEQSFQGSNMTIFYREELGTYPYYTPTGEPVFGGLPQNASLVTHLAHTFQDIKAAMPEPDFSGLAVIDWEAWRPRWAFNWDSKDIYRQRSMELVQAEHPDWPETLVEAAAKNQFQEAAEAWMAGTLQLGQVLRPRGLWGYYGFPDCYNNDFLSLNYTGQCPVFVRDQNDQLGWLWNQSYALYPSIYLPAALMGTEKSQMYVRHRVQEALRV.... Result: 1 (interaction). (3) The miRNA is hsa-miR-320e with sequence AAAGCUGGGUUGAGAAGG. The protein sequence of the target gene is MAPQMYEFHLPLSPEELLKSGGVNQYVVQEVLSIKHLPPQLRAFQAAFRAQGPLAMLQHFDTIYSILHHFRSIDPGLKEDTLQFLIKVVSRHSQELPAILDDTTLSGSDRNAHLNALKMNCYALIRLLESFETMASQTNLVDLDLGGKGKKARTKAAHGFDWEEERQPILQLLTQLLQLDIRHLWNHSIIEEEFVSLVTGCCYRLLENPTINHQKNRPTREAITHLLGVALTRYNHMLSATVKIIQMLQHFEHLAPVLVAAVSLWATDYGMKSIVGEIVREIGQKCPQELSRDPSGTKGF.... Result: 1 (interaction). (4) Result: 1 (interaction). The protein sequence of the target gene is MNQIEPGVQYNYVYDEDEYMIQEEEWDRDLLLDPAWEKQQRKTFTAWCNSHLRKAGTQIENIEEDFRNGLKLMLLLEVISGERLPKPDRGKMRFHKIANVNKALDYIASKGVKLVSIGAEEIVDGNVKMTLGMIWTIILRFAIQDISVEETSAKEGLLLWCQRKTAPYRNVNIQNFHTSWKDGLGLCALIHRHRPDLIDYSKLNKDDPIGNINLAMEIAEKHLDIPKMLDAEDIVNTPKPDERAIMTYVSCFYHAFAGAEQAETAANRICKVLAVNQENERLMEEYERLASELLEWIRRT.... The miRNA is hsa-miR-4446-5p with sequence AUUUCCCUGCCAUUCCCUUGGC. (5) The miRNA is mmu-miR-186-5p with sequence CAAAGAAUUCUCCUUUUGGGCU. The protein sequence of the target gene is MSEDEEKVKLRRLEPAIQKFIKIVIPTDLERLRKHQINIEKYQRCRIWDKLHEEHINAGRTVQQLRSNIREIEKLCLKVRKDDLVLLKRMIDPVKEEASAATAEFLQLHLESVEELKKQFNDEETLLQPPLTRSMTVGGAFHTTEAEASSQSLTQIYALPEIPQDQNAAESWETLEADLIELSQLVTDFSLLVNSQQEKIDSIADHVNSAAVNVEEGTKNLGKAAKYKLAALPVAGALIGGMVGGPIGLLAGFKVAGIAAALGGGVLGFTGGKLIQRKKQKMMEKLTSSCPDLPSQTDKK.... Result: 0 (no interaction). (6) The miRNA is hsa-miR-3915 with sequence UUGAGGAAAAGAUGGUCUUAUU. The protein sequence of the target gene is MKNQDKKNGAAKQSNPKSSPGQPEAGPEGAQERPSQAAPAVEAEGPGSSQAPRKPEGAQARTAQSGALRDVSEELSRQLEDILSTYCVDNNQGGPGEDGAQGEPAEPEDAEKSRTYVARNGEPEPTPVVNGEKEPSKGDPNTEEIRQSDEVGDRDHRRPQEKKKAKGLGKEITLLMQTLNTLSTPEEKLAALCKKYAELLEEHRNSQKQMKLLQKKQSQLVQEKDHLRGEHSKAVLARSKLESLCRELQRHNRSLKEEGVQRAREEEEKRKEVTSHFQVTLNDIQLQMEQHNERNSKLRQ.... Result: 1 (interaction). (7) Result: 0 (no interaction). The miRNA is mmu-let-7e-5p with sequence UGAGGUAGGAGGUUGUAUAGUU. The protein sequence of the target gene is MFLLLPFDSLIVNLLGISLTVLFTLLLVFIIVPAIFGVSFGIRKLYMKTLLKIFAWATLRMERGAKERNHQLYKPYTNGIIAKDPTSLEEEIKEIRRSGSSKALDKTPEFELSDIFYFCRKGMETIMDDEVTKRFSAEELESWNLLSRTNYNFQYISLRLTILWGLGVLIRYCFLLPLRIALAFTGIGLLVVGTTMVGYLPNGRFKEFLSKHVHLMCYRICVRALTAIITYHNRKNRPRNGGICVANHTSPIDVIILASDGYYAMVGQVHGGLMGVIQRAMVKACPHVWFERSEVKDRHL.... (8) The miRNA is hsa-miR-8074 with sequence CUAUGGCGAGACUGGCAUGUACUC. The protein sequence of the target gene is MMMCAATASPAAASSGLGGDGFYPAATFSSSPAPGALFMPVPDGSVAAAGLGLGLPAADSRGHYQLLLSGRALADRYRRIYTAALNDRDQGGGSAGHPASRNKKILNKKKLKRKQKSKSKVKTRSKSENLENTVIIPDIKLHSNPSAFNIYCNVRHCVLEWQKKEISLAAASKNSVQSGESDSDEEEESKEPPIKLPKIIEVGLCEVFELIKETRFSHPSLCLRSLQALLNVLQGQQPEGLQSEPPEVLESLFQLLLEITVRSTGMNDSTGQSLTALSCACLFSLVASWGETGRTLQAIS.... Result: 0 (no interaction). (9) The miRNA is hsa-miR-548av-5p with sequence AAAAGUACUUGCGGAUUU. The protein sequence of the target gene is MEKLRRVLSGQDDEEQGLTAQVLDASSLSFNTRLKWFAICFVCGVFFSILGTGLLWLPGGIKLFAVFYTLGNLAALASTCFLMGPVKQLKKMFEATRLLATIVMLLCFIFTLCAALWWHKKGLAVLFCILQFLSMTWYSLSYIPYARDAVIKCCSSLLS. Result: 0 (no interaction).